From a dataset of Peptide-MHC class I binding affinity with 185,985 pairs from IEDB/IMGT. Regression. Given a peptide amino acid sequence and an MHC pseudo amino acid sequence, predict their binding affinity value. This is MHC class I binding data. (1) The peptide sequence is NAFHHPSAV. The MHC is HLA-C15:02 with pseudo-sequence HLA-C15:02. The binding affinity (normalized) is 0.395. (2) The peptide sequence is AENRTYIYW. The MHC is Mamu-B52 with pseudo-sequence Mamu-B52. The binding affinity (normalized) is 0.577. (3) The peptide sequence is KSYILTTLL. The MHC is H-2-Db with pseudo-sequence H-2-Db. The binding affinity (normalized) is 0.418. (4) The peptide sequence is YSDGNLHLL. The MHC is HLA-A02:03 with pseudo-sequence HLA-A02:03. The binding affinity (normalized) is 0.181. (5) The peptide sequence is RLYEWQHVS. The MHC is HLA-B40:01 with pseudo-sequence HLA-B40:01. The binding affinity (normalized) is 0.0847.